From a dataset of Peptide-MHC class II binding affinity with 134,281 pairs from IEDB. Regression. Given a peptide amino acid sequence and an MHC pseudo amino acid sequence, predict their binding affinity value. This is MHC class II binding data. (1) The peptide sequence is AEMETESWIVDRQWA. The MHC is DRB1_1101 with pseudo-sequence DRB1_1101. The binding affinity (normalized) is 0. (2) The peptide sequence is SQDLELSWNTNGLQAY. The MHC is DRB1_0802 with pseudo-sequence DRB1_0802. The binding affinity (normalized) is 0.288. (3) The peptide sequence is EKKFFAATQFEPLAA. The MHC is HLA-DQA10401-DQB10402 with pseudo-sequence HLA-DQA10401-DQB10402. The binding affinity (normalized) is 0.565. (4) The peptide sequence is EKKYFAATQFEPLAD. The MHC is DRB1_0701 with pseudo-sequence DRB1_0701. The binding affinity (normalized) is 0.737. (5) The peptide sequence is EKKYFAFTQFEPLAA. The MHC is DRB1_1602 with pseudo-sequence DRB1_1602. The binding affinity (normalized) is 0.749.